Dataset: Forward reaction prediction with 1.9M reactions from USPTO patents (1976-2016). Task: Predict the product of the given reaction. (1) Given the reactants [C:1]([CH:5]1[CH2:10][CH2:9][CH:8]([C:11]([OH:13])=[O:12])[CH2:7][CH2:6]1)([CH3:4])([CH3:3])[CH3:2].S(=O)(=O)(O)O.[OH-].[Na+].[CH3:21]O, predict the reaction product. The product is: [C:1]([CH:5]1[CH2:10][CH2:9][CH:8]([C:11]([O:13][CH3:21])=[O:12])[CH2:7][CH2:6]1)([CH3:4])([CH3:2])[CH3:3]. (2) The product is: [F:17][C:14]1[CH:13]=[CH:12][C:11]([C:10]2[C:5]3[C:6](=[N:7][CH:2]=[CH:3][C:4]=3[NH:18][CH2:19][C:20]3[CH:25]=[CH:24][CH:23]=[CH:22][N:21]=3)[S:8][CH:9]=2)=[CH:16][CH:15]=1. Given the reactants Cl[C:2]1[N:7]=[C:6]2[S:8][CH:9]=[C:10]([C:11]3[CH:16]=[CH:15][C:14]([F:17])=[CH:13][CH:12]=3)[C:5]2=[C:4]([NH:18][CH2:19][C:20]2[CH:25]=[CH:24][CH:23]=[CH:22][N:21]=2)[CH:3]=1, predict the reaction product. (3) Given the reactants [F:1][C:2]1[CH:3]=[C:4]([CH:17]=[CH:18][C:19]=1[S:20]([CH3:23])(=[O:22])=[O:21])[O:5][CH2:6][CH2:7][CH2:8][CH:9]1[CH2:14][CH2:13][N:12]([C:15]#[N:16])[CH2:11][CH2:10]1.[OH:24][NH:25][C:26](=N)[CH2:27][CH2:28][CH3:29], predict the reaction product. The product is: [F:1][C:2]1[CH:3]=[C:4]([CH:17]=[CH:18][C:19]=1[S:20]([CH3:23])(=[O:21])=[O:22])[O:5][CH2:6][CH2:7][CH2:8][CH:9]1[CH2:14][CH2:13][N:12]([C:15]2[O:24][N:25]=[C:26]([CH2:27][CH2:28][CH3:29])[N:16]=2)[CH2:11][CH2:10]1. (4) The product is: [Cl:1][C:2]1[CH:7]=[CH:6][CH:5]=[C:4]([C:14]#[C:13][CH:12]([O:15][CH2:16][CH3:17])[O:11][CH2:9][CH3:10])[CH:3]=1. Given the reactants [Cl:1][C:2]1[CH:7]=[CH:6][CH:5]=[C:4](I)[CH:3]=1.[CH2:9]([O:11][CH:12]([O:15][CH2:16][CH3:17])[C:13]#[CH:14])[CH3:10], predict the reaction product. (5) Given the reactants [C:1]([N:5]1[C:9]2=[N:10][CH:11]=[N:12][C:13]([NH2:14])=[C:8]2[C:7]([C:15]2[CH:20]=[CH:19][C:18]([Cl:21])=[CH:17][CH:16]=2)=[N:6]1)([CH3:4])([CH3:3])[CH3:2].[H-].[Na+].Cl[C:25]([O:27][C@H:28]1[CH2:32][CH2:31][O:30][CH2:29]1)=[O:26].O, predict the reaction product. The product is: [O:30]1[CH2:31][CH2:32][CH:28]([O:27][C:25](=[O:26])[NH:14][C:13]2[N:12]=[CH:11][N:10]=[C:9]3[N:5]([C:1]([CH3:4])([CH3:2])[CH3:3])[N:6]=[C:7]([C:15]4[CH:16]=[CH:17][C:18]([Cl:21])=[CH:19][CH:20]=4)[C:8]=23)[CH2:29]1. (6) Given the reactants CC([S@]([NH:7][C@@H:8]([C:18]1[CH:23]=[CH:22][CH:21]=[CH:20][CH:19]=1)[C:9]([CH3:17])([C:11]1[CH:16]=[CH:15][CH:14]=[CH:13][N:12]=1)[CH3:10])=O)(C)C.Cl.O1CCOCC1.CO.[OH-].[Na+], predict the reaction product. The product is: [CH3:17][C:9]([C:11]1[CH:16]=[CH:15][CH:14]=[CH:13][N:12]=1)([CH3:10])[C@H:8]([C:18]1[CH:23]=[CH:22][CH:21]=[CH:20][CH:19]=1)[NH2:7].